From a dataset of Forward reaction prediction with 1.9M reactions from USPTO patents (1976-2016). Predict the product of the given reaction. (1) The product is: [NH2:6][C:5]1[N:12]([C:13]2[C:18]([CH3:19])=[CH:17][C:16]([Br:20])=[CH:15][C:14]=2[CH3:21])[C:10](=[O:11])[CH:9]([CH3:22])[C:4]=1[C:3]#[N:7]. Given the reactants [H-].[Na+].[C:3](#[N:7])[CH2:4][C:5]#[N:6].Br[CH:9]([CH3:22])[C:10]([NH:12][C:13]1[C:18]([CH3:19])=[CH:17][C:16]([Br:20])=[CH:15][C:14]=1[CH3:21])=[O:11].[Cl-].[NH4+], predict the reaction product. (2) Given the reactants [CH2:1]([O:3][C:4](=[O:25])[CH:5]([O:22][CH2:23][CH3:24])[CH:6]([C:8]1[CH:13]=[CH:12][CH:11]=[C:10]([O:14][CH2:15][C:16]2[CH:21]=[CH:20][CH:19]=[CH:18][CH:17]=2)[CH:9]=1)O)[CH3:2].COC(=O)C(OC)=CC1C=CC=C(OCC2C=CC=CC=2)C=1, predict the reaction product. The product is: [CH2:1]([O:3][C:4](=[O:25])[C:5]([O:22][CH2:23][CH3:24])=[CH:6][C:8]1[CH:13]=[CH:12][CH:11]=[C:10]([O:14][CH2:15][C:16]2[CH:17]=[CH:18][CH:19]=[CH:20][CH:21]=2)[CH:9]=1)[CH3:2]. (3) Given the reactants [CH2:1]([N:3]1[C:12]2[C:7](=[N:8][CH:9]=[C:10]([CH2:13][C:14]3[CH:19]=[CH:18][C:17]([F:20])=[CH:16][CH:15]=3)[CH:11]=2)[C:6]([OH:21])=[C:5]([C:22]([NH:24][C@@H:25]([CH3:28])[CH2:26][OH:27])=[O:23])[C:4]1=[O:29])[CH3:2].[OH-].[Na+:31], predict the reaction product. The product is: [CH2:1]([N:3]1[C:12]2[C:7](=[N:8][CH:9]=[C:10]([CH2:13][C:14]3[CH:15]=[CH:16][C:17]([F:20])=[CH:18][CH:19]=3)[CH:11]=2)[C:6]([O-:21])=[C:5]([C:22]([NH:24][C@@H:25]([CH3:28])[CH2:26][OH:27])=[O:23])[C:4]1=[O:29])[CH3:2].[Na+:31]. (4) Given the reactants CC([O-])(C)C.[Na+].[Cl:7][C:8]1[C:13]([F:14])=[CH:12][CH:11]=[CH:10][N:9]=1.[CH2:15]([NH2:18])[CH:16]=[CH2:17], predict the reaction product. The product is: [CH2:15]([NH:18][C:8]1[C:13]([F:14])=[CH:12][CH:11]=[CH:10][N:9]=1)[CH:16]=[CH2:17].[ClH:7]. (5) Given the reactants C(OC([NH:8][C@H:9]([C:30]([O:32]C(C)(C)C)=[O:31])[CH2:10][CH:11]([CH2:19][C:20]1[CH:25]=[CH:24][C:23]([CH2:26][CH2:27][CH2:28][F:29])=[CH:22][CH:21]=1)[C:12]([O:14]C(C)(C)C)=[O:13])=O)(C)(C)C.C1(C)C=CC=CC=1, predict the reaction product. The product is: [F:29][CH2:28][CH2:27][CH2:26][C:23]1[CH:22]=[CH:21][C:20]([CH2:19][CH:11]([C:12]([OH:14])=[O:13])[CH2:10][C@@H:9]([C:30]([OH:32])=[O:31])[NH2:8])=[CH:25][CH:24]=1. (6) Given the reactants [F:1][CH:2]([F:39])[C:3]1[N:7]([C:8]2[N:13]=[C:12]([N:14]3[CH2:19][CH2:18][O:17][CH2:16][CH2:15]3)[N:11]=[C:10]([N:20]([CH:27]3[CH2:32][CH2:31][CH2:30][NH:29][CH2:28]3)[CH2:21][CH2:22][CH2:23][N:24]([CH3:26])[CH3:25])[N:9]=2)[C:6]2[CH:33]=[CH:34][CH:35]=[C:36]([O:37][CH3:38])[C:5]=2[N:4]=1.CCN(C(C)C)C(C)C.[CH3:49][S:50](Cl)(=[O:52])=[O:51], predict the reaction product. The product is: [F:39][CH:2]([F:1])[C:3]1[N:7]([C:8]2[N:13]=[C:12]([N:14]3[CH2:15][CH2:16][O:17][CH2:18][CH2:19]3)[N:11]=[C:10]([N:20]([CH:27]3[CH2:32][CH2:31][CH2:30][N:29]([S:50]([CH3:49])(=[O:52])=[O:51])[CH2:28]3)[CH2:21][CH2:22][CH2:23][N:24]([CH3:26])[CH3:25])[N:9]=2)[C:6]2[CH:33]=[CH:34][CH:35]=[C:36]([O:37][CH3:38])[C:5]=2[N:4]=1. (7) Given the reactants C([SiH](CC)CC)C.O=[C:9]([C:15]1[C:19]2=[N:20][CH:21]=[CH:22][CH:23]=[C:18]2[NH:17][CH:16]=1)[C:10]([O:12][CH2:13][CH3:14])=[O:11], predict the reaction product. The product is: [NH:17]1[C:18]2[C:19](=[N:20][CH:21]=[CH:22][CH:23]=2)[C:15]([CH2:9][C:10]([O:12][CH2:13][CH3:14])=[O:11])=[CH:16]1. (8) Given the reactants CO[C:3](=[O:17])[CH2:4][C:5]1[N:9]=[C:8]([C:10]2[CH:15]=[CH:14][C:13]([F:16])=[CH:12][CH:11]=2)[O:7][N:6]=1.[Cl:18][C:19]1[CH:20]=[C:21]([CH:31]=[CH:32][C:33]=1[Cl:34])[CH2:22][N:23]1[CH2:28][CH2:27][O:26][C@@H:25]([CH2:29][NH2:30])[CH2:24]1, predict the reaction product. The product is: [Cl:18][C:19]1[CH:20]=[C:21]([CH:31]=[CH:32][C:33]=1[Cl:34])[CH2:22][N:23]1[CH2:28][CH2:27][O:26][C@@H:25]([CH2:29][NH:30][C:3](=[O:17])[CH2:4][C:5]2[N:9]=[C:8]([C:10]3[CH:11]=[CH:12][C:13]([F:16])=[CH:14][CH:15]=3)[O:7][N:6]=2)[CH2:24]1. (9) Given the reactants Br[C:2]1[CH:26]=[CH:25][C:5]2[N:6]([C:21]([CH3:24])([CH3:23])[CH3:22])[C:7]([C:9]3[CH:14]=[CH:13][CH:12]=[CH:11][C:10]=3[C:15]3[O:19][N:18]=[C:17]([CH3:20])[N:16]=3)=[N:8][C:4]=2[CH:3]=1.[NH:27]1[C:35]2[C:30](=[CH:31][C:32](B3OC(C)(C)C(C)(C)O3)=[CH:33][N:34]=2)[CH:29]=[CH:28]1.C([O-])([O-])=O.[K+].[K+], predict the reaction product. The product is: [C:21]([N:6]1[C:5]2[CH:25]=[CH:26][C:2]([C:32]3[CH:31]=[C:30]4[CH:29]=[CH:28][NH:27][C:35]4=[N:34][CH:33]=3)=[CH:3][C:4]=2[N:8]=[C:7]1[C:9]1[CH:14]=[CH:13][CH:12]=[CH:11][C:10]=1[C:15]1[O:19][N:18]=[C:17]([CH3:20])[N:16]=1)([CH3:22])([CH3:23])[CH3:24].